Dataset: Full USPTO retrosynthesis dataset with 1.9M reactions from patents (1976-2016). Task: Predict the reactants needed to synthesize the given product. Given the product [CH:1]([C:4]1[CH:5]=[CH:6][C:7]([CH:10]2[C:14]3[C:15]([CH3:33])=[C:16]([NH:21][CH2:22][CH2:23][C:24]4[CH:25]=[CH:26][C:27]([O:30][CH3:31])=[CH:28][CH:29]=4)[C:17]([CH3:20])=[C:18]([CH3:19])[C:13]=3[O:12][C:11]2([CH3:35])[CH3:34])=[CH:8][CH:9]=1)([CH3:3])[CH3:2], predict the reactants needed to synthesize it. The reactants are: [CH:1]([C:4]1[CH:9]=[CH:8][C:7]([CH:10]2[C:14]3[C:15]([CH3:33])=[C:16]([NH:21][C:22](=O)[CH2:23][C:24]4[CH:29]=[CH:28][C:27]([O:30][CH3:31])=[CH:26][CH:25]=4)[C:17]([CH3:20])=[C:18]([CH3:19])[C:13]=3[O:12][C:11]2([CH3:35])[CH3:34])=[CH:6][CH:5]=1)([CH3:3])[CH3:2].